This data is from Full USPTO retrosynthesis dataset with 1.9M reactions from patents (1976-2016). The task is: Predict the reactants needed to synthesize the given product. (1) The reactants are: C([O:4][C@H:5]1[C@@H:8]([CH:9]=[C:10]([CH3:12])[CH3:11])[NH:7][C:6]1=[O:13])(=O)C.C([O-])([O-])=O.[K+].[K+].N1C=CN=C1.[CH2:25]([Si:27](Cl)([CH2:30][CH3:31])[CH2:28][CH3:29])[CH3:26]. Given the product [CH2:25]([Si:27]([CH2:30][CH3:31])([CH2:28][CH3:29])[O:4][C@H:5]1[C@@H:8]([CH:9]=[C:10]([CH3:11])[CH3:12])[NH:7][C:6]1=[O:13])[CH3:26], predict the reactants needed to synthesize it. (2) Given the product [OH:43][C@H:40]1[CH2:41][CH2:26][C@@:20]2([CH3:21])[C@@H:19]([CH2:18][CH2:17][C@@H:16]3[C@@H:15]2[CH2:14][C@@H:13]([OH:27])[C@@:12]2([CH3:28])[C@H:11]3[CH2:5][CH:6]=[C:7]2[C:8](=[O:9])[CH3:10])[CH2:24]1, predict the reactants needed to synthesize it. The reactants are: C[C@H]1CO[C@@:5]2([O:9][C@H:8]3[CH2:10][C@H:11]4[C@@H:16]5[CH2:17][CH2:18][C@H:19]6[CH2:24][C@@H](O)C[CH2:21][C@:20]6([CH3:26])[C@H:15]5[CH2:14][C@@H:13]([OH:27])[C@:12]4([CH3:28])[C@H:7]3[C@@H:6]2C)CC1.C(O)(=O)CCC.OO.[C:40]([OH:43])(=O)[CH3:41]. (3) The reactants are: F[C:2]1[CH:7]=[CH:6][C:5]([S:8]([NH2:11])(=[O:10])=[O:9])=[CH:4][C:3]=1[N+:12]([O-:14])=[O:13].[O:15]1[C:19]2([CH2:24][CH2:23][CH:22]([NH2:25])[CH2:21][CH2:20]2)[O:18][CH2:17][CH2:16]1.C(N(C(C)C)CC)(C)C. Given the product [O:15]1[C:19]2([CH2:24][CH2:23][CH:22]([NH:25][C:2]3[CH:7]=[CH:6][C:5]([S:8]([NH2:11])(=[O:10])=[O:9])=[CH:4][C:3]=3[N+:12]([O-:14])=[O:13])[CH2:21][CH2:20]2)[O:18][CH2:17][CH2:16]1, predict the reactants needed to synthesize it. (4) Given the product [NH2:8][C:9]1[C:10]([F:35])=[CH:11][C:12]([F:34])=[C:13]([N:15]2[C:24]3[C:19](=[CH:20][CH:21]=[C:22]([C:25]4[C:26]([CH3:31])=[N:27][O:28][C:29]=4[CH3:30])[CH:23]=3)[C:18](=[O:32])[CH:17]=[C:16]2[CH3:33])[CH:14]=1, predict the reactants needed to synthesize it. The reactants are: C(OC([NH:8][C:9]1[C:10]([F:35])=[CH:11][C:12]([F:34])=[C:13]([N:15]2[C:24]3[C:19](=[CH:20][CH:21]=[C:22]([C:25]4[C:26]([CH3:31])=[N:27][O:28][C:29]=4[CH3:30])[CH:23]=3)[C:18](=[O:32])[CH:17]=[C:16]2[CH3:33])[CH:14]=1)=O)(C)(C)C.Cl.C(=O)(O)[O-].[Na+].C(OCC)(=O)C.